Task: Predict which catalyst facilitates the given reaction.. Dataset: Catalyst prediction with 721,799 reactions and 888 catalyst types from USPTO (1) Reactant: [OH:1][CH2:2][C:3]1([CH3:31])[S:9][CH2:8][CH2:7][N:6]2[C:10]([C:13]3([C:16]4[CH:21]=[CH:20][C:19]([C:22]5[CH:30]=[CH:29][C:25]([C:26](O)=[O:27])=[CH:24][N:23]=5)=[CH:18][CH:17]=4)[CH2:15][CH2:14]3)=[N:11][N:12]=[C:5]2[CH2:4]1.[NH:32]1[CH2:37][CH2:36][CH2:35][CH2:34][CH2:33]1.Cl.C(N=C=NCCCN(C)C)C.C(=O)([O-])O.[Na+]. Product: [CH3:31][C:3]1([CH2:2][OH:1])[S:9][CH2:8][CH2:7][N:6]2[C:10]([C:13]3([C:16]4[CH:21]=[CH:20][C:19]([C:22]5[CH:30]=[CH:29][C:25]([C:26]([N:32]6[CH2:37][CH2:36][CH2:35][CH2:34][CH2:33]6)=[O:27])=[CH:24][N:23]=5)=[CH:18][CH:17]=4)[CH2:14][CH2:15]3)=[N:11][N:12]=[C:5]2[CH2:4]1. The catalyst class is: 9. (2) Reactant: [F:1][C:2]1[CH:3]=[C:4]([CH2:15][C:16]([OH:18])=O)[CH:5]=[CH:6][C:7]=1[C:8]1[CH:13]=[CH:12][N:11]=[C:10]([F:14])[CH:9]=1.[N:19]1[CH:24]=[CH:23][CH:22]=[C:21]([C:25]2[CH:26]=[CH:27][C:28]([NH2:31])=[N:29][CH:30]=2)[N:20]=1.CCN(C(C)C)C(C)C.F[P-](F)(F)(F)(F)F.N1(OC(N(C)C)=[N+](C)C)C2N=CC=CC=2N=N1. Product: [F:1][C:2]1[CH:3]=[C:4]([CH2:15][C:16]([NH:31][C:28]2[CH:27]=[CH:26][C:25]([C:21]3[N:20]=[N:19][CH:24]=[CH:23][CH:22]=3)=[CH:30][N:29]=2)=[O:18])[CH:5]=[CH:6][C:7]=1[C:8]1[CH:13]=[CH:12][N:11]=[C:10]([F:14])[CH:9]=1. The catalyst class is: 3.